This data is from Full USPTO retrosynthesis dataset with 1.9M reactions from patents (1976-2016). The task is: Predict the reactants needed to synthesize the given product. (1) Given the product [CH3:20][O:19][C:16]1[CH:17]=[C:18]2[C:13]([CH:12]=[CH:11][CH:10]=[C:9]2[NH2:8])=[CH:14][CH:15]=1, predict the reactants needed to synthesize it. The reactants are: C1(/C=[N:8]/[C:9]2[CH:10]=[CH:11][CH:12]=[C:13]3[C:18]=2[CH:17]=[C:16]([OH:19])[CH:15]=[CH:14]3)C=CC=CC=1.[CH3:20]I.[OH-].[Na+]. (2) The reactants are: C(O[C:6](=O)[N:7]([CH2:9][CH2:10][N:11]1[C:15]2[CH:16]=[CH:17][C:18]([C:20](=[O:28])[NH:21][CH2:22][C:23](=[O:27])[N:24]([CH3:26])[CH3:25])=[CH:19][C:14]=2[N:13]=[C:12]1[NH:29][C:30]1[S:31][C:32]2[CH:38]=[C:37]([Cl:39])[CH:36]=[CH:35][C:33]=2[N:34]=1)C)(C)(C)C. Given the product [ClH:39].[ClH:39].[CH3:26][N:24]([CH3:25])[C:23]([CH2:22][NH:21][C:20]([C:18]1[CH:17]=[CH:16][C:15]2[N:11]([CH2:10][CH2:9][NH:7][CH3:6])[C:12]([NH:29][C:30]3[S:31][C:32]4[CH:38]=[C:37]([Cl:39])[CH:36]=[CH:35][C:33]=4[N:34]=3)=[N:13][C:14]=2[CH:19]=1)=[O:28])=[O:27], predict the reactants needed to synthesize it.